Predict the reactants needed to synthesize the given product. From a dataset of Full USPTO retrosynthesis dataset with 1.9M reactions from patents (1976-2016). (1) Given the product [S:1]1[C:5]2[CH:6]=[CH:7][CH:8]=[CH:9][C:4]=2[N:3]=[C:2]1[N:10]1[C:15](=[O:14])[CH:16]=[C:17]([C:19]2[CH:24]=[CH:23][CH:22]=[C:21]([O:25][CH3:26])[CH:20]=2)[NH:11]1, predict the reactants needed to synthesize it. The reactants are: [S:1]1[C:5]2[CH:6]=[CH:7][CH:8]=[CH:9][C:4]=2[N:3]=[C:2]1[NH:10][NH2:11].C([O:14][C:15](=O)[CH2:16][C:17]([C:19]1[CH:24]=[CH:23][CH:22]=[C:21]([O:25][CH3:26])[CH:20]=1)=O)C. (2) Given the product [CH2:15]([O:14][C:12]([C:4]1[C:3]([C:1]([OH:18])=[O:2])=[CH:11][C:7]2[O:8][CH2:9][O:10][C:6]=2[CH:5]=1)=[O:13])[CH3:16], predict the reactants needed to synthesize it. The reactants are: [CH:1]([C:3]1[C:4]([C:12]([O:14][CH2:15][CH3:16])=[O:13])=[CH:5][C:6]2[O:10][CH2:9][O:8][C:7]=2[CH:11]=1)=[O:2].P([O-])(O)(O)=[O:18].[Na+].CC(=CC)C.Cl([O-])=O.[Na+]. (3) The reactants are: [CH3:1][O:2][C:3]1[C:11]2[N:10]=[CH:9][N:8]([CH:12]3[CH2:17][CH2:16][CH2:15][CH2:14][O:13]3)[C:7]=2[CH:6]=[CH:5][C:4]=1[CH:18]=[N:19]O.N. Given the product [CH3:1][O:2][C:3]1[C:11]2[N:10]=[CH:9][N:8]([CH:12]3[CH2:17][CH2:16][CH2:15][CH2:14][O:13]3)[C:7]=2[CH:6]=[CH:5][C:4]=1[CH2:18][NH2:19], predict the reactants needed to synthesize it. (4) Given the product [CH3:24][C:14]1[N:15]=[C:16]([C:18]2[CH:23]=[CH:22][CH:21]=[CH:20][CH:19]=2)[S:17][C:13]=1[C:12]1[NH:8][C:9]([C:25]2[CH:26]=[N:27][CH:28]=[CH:29][CH:30]=2)=[N:10][CH:11]=1, predict the reactants needed to synthesize it. The reactants are: C([N:8]1[C:12]([C:13]2[S:17][C:16]([C:18]3[CH:23]=[CH:22][CH:21]=[CH:20][CH:19]=3)=[N:15][C:14]=2[CH3:24])=[CH:11][N:10]=[C:9]1[C:25]1[CH:26]=[N:27][CH:28]=[CH:29][CH:30]=1)C1C=CC=CC=1.[H][H]. (5) Given the product [CH:69]1([CH2:68][O:67][C:59]2[CH:58]=[C:57]([C@@H:55]([O:56][C:35]([CH:33]3[CH2:32][N:31]([C:29](=[O:30])[C:28]4[CH:27]=[CH:26][C:25]([CH2:24][O:23][C:22]5[CH:41]=[CH:42][CH:43]=[C:20]([CH2:19][N:12]([C:10]([O:9][C@@H:3]6[CH:4]7[CH2:7][CH2:8][N:1]([CH2:6][CH2:5]7)[CH2:2]6)=[O:11])[C:13]6[CH:18]=[CH:17][CH:16]=[CH:15][CH:14]=6)[CH:21]=5)=[CH:40][CH:39]=4)[CH2:34]3)=[O:36])[CH2:54][C:53]3[C:52]([Cl:72])=[CH:51][N+:50]([O-:73])=[CH:49][C:48]=3[Cl:47])[CH:62]=[CH:61][C:60]=2[O:63][CH:64]([F:66])[F:65])[CH2:71][CH2:70]1, predict the reactants needed to synthesize it. The reactants are: [N:1]12[CH2:8][CH2:7][CH:4]([CH2:5][CH2:6]1)[C@@H:3]([O:9][C:10]([N:12]([CH2:19][C:20]1[CH:21]=[C:22]([CH:41]=[CH:42][CH:43]=1)[O:23][CH2:24][C:25]1[CH:40]=[CH:39][C:28]([C:29]([N:31]3[CH2:34][CH:33]([C:35](OC)=[O:36])[CH2:32]3)=[O:30])=[CH:27][CH:26]=1)[C:13]1[CH:18]=[CH:17][CH:16]=[CH:15][CH:14]=1)=[O:11])[CH2:2]2.[OH-].[Li+].Cl.[Cl:47][C:48]1[CH:49]=[N+:50]([O-:73])[CH:51]=[C:52]([Cl:72])[C:53]=1[CH2:54][C@@H:55]([C:57]1[CH:62]=[CH:61][C:60]([O:63][CH:64]([F:66])[F:65])=[C:59]([O:67][CH2:68][CH:69]2[CH2:71][CH2:70]2)[CH:58]=1)[OH:56].Cl.CN(C)CCCN=C=NCC. (6) Given the product [Cl:1][C:2]1[CH:3]=[C:4]([C:5]2[O:7][N:39]=[C:38]([C:40]3[CH:45]=[CH:44][C:43]([CH2:46][OH:47])=[CH:42][CH:41]=3)[N:37]=2)[CH:8]=[CH:9][C:10]=1[O:11][CH:12]([CH3:14])[CH3:13], predict the reactants needed to synthesize it. The reactants are: [Cl:1][C:2]1[CH:3]=[C:4]([CH:8]=[CH:9][C:10]=1[O:11][CH:12]([CH3:14])[CH3:13])[C:5]([OH:7])=O.CCN=C=NCCCN(C)C.C1C=CC2N(O)N=NC=2C=1.O[NH:37][C:38]([C:40]1[CH:45]=[CH:44][C:43]([CH2:46][OH:47])=[CH:42][CH:41]=1)=[NH:39].